Task: Regression. Given two drug SMILES strings and cell line genomic features, predict the synergy score measuring deviation from expected non-interaction effect.. Dataset: NCI-60 drug combinations with 297,098 pairs across 59 cell lines Drug 1: CN1CCC(CC1)COC2=C(C=C3C(=C2)N=CN=C3NC4=C(C=C(C=C4)Br)F)OC. Synergy scores: CSS=8.38, Synergy_ZIP=-2.89, Synergy_Bliss=-1.02, Synergy_Loewe=-2.10, Synergy_HSA=-0.303. Drug 2: CCCCC(=O)OCC(=O)C1(CC(C2=C(C1)C(=C3C(=C2O)C(=O)C4=C(C3=O)C=CC=C4OC)O)OC5CC(C(C(O5)C)O)NC(=O)C(F)(F)F)O. Cell line: MOLT-4.